This data is from NCI-60 drug combinations with 297,098 pairs across 59 cell lines. The task is: Regression. Given two drug SMILES strings and cell line genomic features, predict the synergy score measuring deviation from expected non-interaction effect. (1) Drug 1: C1=CC(=CC=C1CCCC(=O)O)N(CCCl)CCCl. Cell line: SF-539. Drug 2: COC1=C2C(=CC3=C1OC=C3)C=CC(=O)O2. Synergy scores: CSS=0.123, Synergy_ZIP=2.08, Synergy_Bliss=-2.11, Synergy_Loewe=-12.7, Synergy_HSA=-9.86. (2) Drug 1: CN1CCC(CC1)COC2=C(C=C3C(=C2)N=CN=C3NC4=C(C=C(C=C4)Br)F)OC. Drug 2: CC1=CC=C(C=C1)C2=CC(=NN2C3=CC=C(C=C3)S(=O)(=O)N)C(F)(F)F. Cell line: HS 578T. Synergy scores: CSS=2.57, Synergy_ZIP=4.54, Synergy_Bliss=13.5, Synergy_Loewe=6.25, Synergy_HSA=6.84. (3) Drug 1: C1CCN(CC1)CCOC2=CC=C(C=C2)C(=O)C3=C(SC4=C3C=CC(=C4)O)C5=CC=C(C=C5)O. Drug 2: C1=CN(C=N1)CC(O)(P(=O)(O)O)P(=O)(O)O. Cell line: NCI/ADR-RES. Synergy scores: CSS=3.73, Synergy_ZIP=4.87, Synergy_Bliss=-1.14, Synergy_Loewe=-1.77, Synergy_HSA=-2.29. (4) Drug 1: CN1CCC(CC1)COC2=C(C=C3C(=C2)N=CN=C3NC4=C(C=C(C=C4)Br)F)OC. Drug 2: C#CCC(CC1=CN=C2C(=N1)C(=NC(=N2)N)N)C3=CC=C(C=C3)C(=O)NC(CCC(=O)O)C(=O)O. Cell line: UACC62. Synergy scores: CSS=4.10, Synergy_ZIP=-2.13, Synergy_Bliss=0.165, Synergy_Loewe=-9.59, Synergy_HSA=0.518. (5) Drug 1: CN(C)C1=NC(=NC(=N1)N(C)C)N(C)C. Drug 2: C(=O)(N)NO. Cell line: OVCAR3. Synergy scores: CSS=-4.09, Synergy_ZIP=0.976, Synergy_Bliss=-0.794, Synergy_Loewe=-5.34, Synergy_HSA=-4.46.